Dataset: Reaction yield outcomes from USPTO patents with 853,638 reactions. Task: Predict the reaction yield, written as a fraction of the theoretical maximum amount of product (1.0 means a 100% yield; for example, 0.34 means a 34% yield). (1) The reactants are Cl[C:2]1[C:3]2[N:10]([CH3:11])[CH:9]=[CH:8][C:4]=2[N:5]=[CH:6][N:7]=1.[OH:12][C:13]1[CH:14]=[C:15]2[C:20](=[CH:21][CH:22]=1)[C:19]([C:23]([OH:25])=[O:24])=[CH:18][CH:17]=[CH:16]2.C(=O)([O-])[O-].[Cs+].[Cs+]. The catalyst is CS(C)=O. The product is [CH3:11][N:10]1[C:3]2[C:2]([O:12][C:13]3[CH:14]=[C:15]4[C:20](=[CH:21][CH:22]=3)[C:19]([C:23]([OH:25])=[O:24])=[CH:18][CH:17]=[CH:16]4)=[N:7][CH:6]=[N:5][C:4]=2[CH:8]=[CH:9]1. The yield is 0.990. (2) The reactants are [CH:1]1([C:5]2[CH:10]=[C:9]([O:11][CH2:12][C:13]3[CH:18]=[CH:17][CH:16]=[CH:15][CH:14]=3)[CH:8]=[CH:7][C:6]=2B(O)O)[CH2:4][CH2:3][CH2:2]1.Br[C:23]1[CH:28]=[CH:27][CH:26]=[C:25]([N:29]2[C:33]([CH3:34])=[CH:32][CH:31]=[C:30]2[CH3:35])[N:24]=1. No catalyst specified. The product is [CH:1]1([C:5]2[CH:10]=[C:9]([O:11][CH2:12][C:13]3[CH:18]=[CH:17][CH:16]=[CH:15][CH:14]=3)[CH:8]=[CH:7][C:6]=2[C:23]2[CH:28]=[CH:27][CH:26]=[C:25]([N:29]3[C:33]([CH3:34])=[CH:32][CH:31]=[C:30]3[CH3:35])[N:24]=2)[CH2:4][CH2:3][CH2:2]1. The yield is 0.780. (3) The reactants are [OH-].[K+].[Br:3][C:4]1[CH:5]=[CH:6][C:7]2[NH:8][C:9]3[C:14]([C:15]=2[CH:16]=1)=[CH:13][C:12]([Br:17])=[CH:11][CH:10]=3.[Br:18][CH2:19][CH2:20][CH2:21]Br. The catalyst is CN(C=O)C.CCOC(C)=O. The product is [Br:17][C:12]1[CH:11]=[CH:10][C:9]2[N:8]([CH2:21][CH2:20][CH2:19][Br:18])[C:7]3[C:15]([C:14]=2[CH:13]=1)=[CH:16][C:4]([Br:3])=[CH:5][CH:6]=3. The yield is 0.286. (4) The reactants are [C:1](NCC=O)([O:3][C:4]([CH3:7])([CH3:6])[CH3:5])=[O:2].[NH2:12][C@H:13]([C:16]([O:18][CH3:19])=[O:17])[CH2:14][SH:15].Cl.[CH3:21][CH2:22][N:23](C(C)C)C(C)C. The catalyst is C(Cl)Cl. The product is [C:1]([C:21]1([CH2:22][NH2:23])[NH:12][CH:13]([C:16]([O:18][CH3:19])=[O:17])[CH2:14][S:15]1)([O:3][C:4]([CH3:5])([CH3:6])[CH3:7])=[O:2]. The yield is 0.770. (5) The reactants are [OH:1]/[N:2]=[C:3](\Cl)/[C:4]1[CH:9]=[CH:8][C:7]([F:10])=[CH:6][CH:5]=1.[C:12]([O:17][CH2:18][CH3:19])(=[O:16])[C:13]#[C:14][CH3:15].C(N(CC)CC)C. The catalyst is C(OCC)C. The product is [CH2:18]([O:17][C:12]([C:13]1[C:3]([C:4]2[CH:9]=[CH:8][C:7]([F:10])=[CH:6][CH:5]=2)=[N:2][O:1][C:14]=1[CH3:15])=[O:16])[CH3:19]. The yield is 0.440. (6) The reactants are [NH2:1][CH2:2][CH2:3][N:4]([CH2:17][CH3:18])[CH2:5][CH2:6][O:7][C:8]1[C:9]([N+:14]([O-:16])=[O:15])=[N:10][CH:11]=[CH:12][CH:13]=1.C(N(CCN[C:35]([C:37]1[CH:46]=[N:45][C:44]2[C:39](=[CH:40][CH:41]=[C:42]([I:47])[CH:43]=2)[N:38]=1)=[O:36])CCOC1C(F)=NC=CC=1)C. No catalyst specified. The product is [CH2:17]([N:4]([CH2:3][CH2:2][NH:1][C:35]([C:37]1[CH:46]=[N:45][C:44]2[C:39](=[CH:40][CH:41]=[C:42]([I:47])[CH:43]=2)[N:38]=1)=[O:36])[CH2:5][CH2:6][O:7][C:8]1[C:9]([N+:14]([O-:16])=[O:15])=[N:10][CH:11]=[CH:12][CH:13]=1)[CH3:18]. The yield is 0.710. (7) The reactants are [NH2:1][C:2]1[N:3]=[CH:4][C:5]([C:9]([O:11][CH3:12])=[O:10])=[N:6][C:7]=1[Br:8].Br[CH:14]([CH3:20])[CH:15](OC)OC.C1(C)C=CC(S(O)(=O)=O)=CC=1. The catalyst is C(#N)C. The product is [Br:8][C:7]1[C:2]2[N:3]([C:14]([CH3:20])=[CH:15][N:1]=2)[CH:4]=[C:5]([C:9]([O:11][CH3:12])=[O:10])[N:6]=1. The yield is 0.690.